This data is from Full USPTO retrosynthesis dataset with 1.9M reactions from patents (1976-2016). The task is: Predict the reactants needed to synthesize the given product. Given the product [CH3:1][O:2][C:3]([CH:5]1[CH2:8][N:7]([C:9]2[CH:14]=[CH:13][C:12]([CH:15]=[N:23][OH:24])=[CH:11][CH:10]=2)[CH2:6]1)=[O:4], predict the reactants needed to synthesize it. The reactants are: [CH3:1][O:2][C:3]([CH:5]1[CH2:8][N:7]([C:9]2[CH:14]=[CH:13][C:12]([CH:15]=O)=[CH:11][CH:10]=2)[CH2:6]1)=[O:4].C([O-])(=O)C.[Na+].Cl.[NH2:23][OH:24].